This data is from Reaction yield outcomes from USPTO patents with 853,638 reactions. The task is: Predict the reaction yield, written as a fraction of the theoretical maximum amount of product (1.0 means a 100% yield; for example, 0.34 means a 34% yield). (1) The reactants are [CH:1]1([C:4]2[CH:9]=[CH:8][C:7]([N:10]3[CH2:14][CH2:13][C:12]4([CH2:19][CH2:18][NH:17][CH2:16][CH2:15]4)[C:11]3=[O:20])=[CH:6][CH:5]=2)[CH2:3][CH2:2]1.C(O)(=O)C.[Na].[C:26]1([CH2:32][CH2:33][CH:34]=O)[CH:31]=[CH:30][CH:29]=[CH:28][CH:27]=1. The catalyst is C1COCC1.O. The product is [CH:1]1([C:4]2[CH:9]=[CH:8][C:7]([N:10]3[CH2:14][CH2:13][C:12]4([CH2:19][CH2:18][N:17]([CH2:34][CH2:33][CH2:32][C:26]5[CH:31]=[CH:30][CH:29]=[CH:28][CH:27]=5)[CH2:16][CH2:15]4)[C:11]3=[O:20])=[CH:6][CH:5]=2)[CH2:3][CH2:2]1. The yield is 0.250. (2) The reactants are CC1C2N=C(C3C=NC(OCCCC4CCN(C)CC4)=CC=3)NC=2C=CC=1.[CH3:28][C:29]1[CH:34]=[C:33]([O:35][CH2:36][CH2:37][CH2:38][CH:39]2[CH2:44][CH2:43][N:42]([CH3:45])[CH2:41][CH2:40]2)[N:32]=[CH:31][C:30]=1[CH:46]=O.[Cl:48][C:49]1[CH:54]=[C:53]([NH2:55])[C:52]([NH2:56])=[C:51]([CH3:57])[CH:50]=1. No catalyst specified. The product is [Cl:48][C:49]1[CH:50]=[C:51]([CH3:57])[C:52]2[N:56]=[C:46]([C:30]3[CH:31]=[N:32][C:33]([O:35][CH2:36][CH2:37][CH2:38][CH:39]4[CH2:44][CH2:43][N:42]([CH3:45])[CH2:41][CH2:40]4)=[CH:34][C:29]=3[CH3:28])[NH:55][C:53]=2[CH:54]=1. The yield is 0.300. (3) The reactants are Cl.Cl.[NH:3]1[CH2:8][CH2:7][CH:6]([NH:9][C:10]2[CH:11]=[C:12]([CH:15]=[CH:16][N:17]=2)[C:13]#[N:14])[CH2:5][CH2:4]1.C(O)(=O)C.C(N(CC)CC)C.[CH2:29]([O:31][C:32]1[CH:33]=[C:34]([CH:37]=[CH:38][C:39]=1[CH3:40])[CH:35]=O)[CH3:30].C([BH3-])#N.[Na+]. The catalyst is C(O)C. The product is [CH2:29]([O:31][C:32]1[CH:33]=[C:34]([CH:37]=[CH:38][C:39]=1[CH3:40])[CH2:35][N:3]1[CH2:4][CH2:5][CH:6]([NH:9][C:10]2[CH:11]=[C:12]([CH:15]=[CH:16][N:17]=2)[C:13]#[N:14])[CH2:7][CH2:8]1)[CH3:30]. The yield is 0.0300. (4) The reactants are COC1C=CC(C(O[C:10]2[C:15]([NH:16][C:17](=[O:26])[C:18]3[CH:23]=[CH:22][C:21]([O:24]C)=[CH:20][CH:19]=3)=[CH:14][C:13]([O:27]C)=[CH:12][C:11]=2[Br:29])=O)=CC=1.O.C1(C)C=CC(S(O)(=O)=O)=CC=1.CC1C=CC(C)=CC=1. The catalyst is O. The product is [Br:29][C:11]1[C:10]2[O:26][C:17]([C:18]3[CH:23]=[CH:22][C:21]([OH:24])=[CH:20][CH:19]=3)=[N:16][C:15]=2[CH:14]=[C:13]([OH:27])[CH:12]=1. The yield is 0.820. (5) The reactants are [Cl:1][C:2]1[CH:28]=[CH:27][CH:26]=[C:25]([Cl:29])[C:3]=1[C:4]([NH:6][C@H:7]([C:21](OC)=[O:22])[CH2:8][C:9]1[CH:14]=[CH:13][C:12]([C:15]2[CH2:16][CH2:17][NH:18][CH2:19][CH:20]=2)=[CH:11][CH:10]=1)=[O:5].Cl[CH2:31][CH2:32][OH:33].C(=O)([O-])[O-:35]. The catalyst is CN(C=O)C. The product is [Cl:1][C:2]1[CH:28]=[CH:27][CH:26]=[C:25]([Cl:29])[C:3]=1[C:4]([NH:6][C@H:7]([C:21]([OH:22])=[O:35])[CH2:8][C:9]1[CH:10]=[CH:11][C:12]([C:15]2[CH2:16][CH2:17][N:18]([CH2:31][CH2:32][OH:33])[CH2:19][CH:20]=2)=[CH:13][CH:14]=1)=[O:5]. The yield is 0.290. (6) The reactants are [CH:1]([O:4][C:5]([N:7]1[CH2:13][CH2:12][CH2:11][CH:10]([N:14]([C:30](=[O:32])[CH3:31])[CH2:15][C:16]2[CH:21]=[C:20]([C:22]([F:25])([F:24])[F:23])[CH:19]=[C:18]([C:26]([F:29])([F:28])[F:27])[CH:17]=2)[C:9]2[CH:33]=[C:34](Br)[C:35]([Cl:37])=[CH:36][C:8]1=2)=[O:6])([CH3:3])[CH3:2].C(P(C(C)(C)C)C1C=CC=CC=1C1C(C(C)C)=CC(C(C)C)=CC=1C(C)C)(C)(C)C.[C:69](=O)([O-])[O-:70].[Cs+].[Cs+].CO. The catalyst is C1(C)C=CC=CC=1.C(OCC)(=O)C.C1C=CC(/C=C/C(/C=C/C2C=CC=CC=2)=O)=CC=1.C1C=CC(/C=C/C(/C=C/C2C=CC=CC=2)=O)=CC=1.C1C=CC(/C=C/C(/C=C/C2C=CC=CC=2)=O)=CC=1.[Pd].[Pd]. The product is [C:30]([N:14]([CH2:15][C:16]1[CH:21]=[C:20]([C:22]([F:25])([F:24])[F:23])[CH:19]=[C:18]([C:26]([F:29])([F:28])[F:27])[CH:17]=1)[CH:10]1[CH2:11][CH2:12][CH2:13][N:7]([C:5]([O:4][CH:1]([CH3:3])[CH3:2])=[O:6])[C:8]2[CH:36]=[C:35]([Cl:37])[C:34]([O:70][CH3:69])=[CH:33][C:9]1=2)(=[O:32])[CH3:31]. The yield is 0.370.